From a dataset of Reaction yield outcomes from USPTO patents with 853,638 reactions. Predict the reaction yield, written as a fraction of the theoretical maximum amount of product (1.0 means a 100% yield; for example, 0.34 means a 34% yield). (1) The reactants are [NH2:1][NH2:2].C[O:4][C:5](=O)[C:6]1[C:7](=[CH:12][C:13]([C:16]2[S:20][C:19]([C:21]3[S:22][C:23]([C:32]4[S:33][C:34]([CH3:37])=[CH:35][CH:36]=4)=[C:24]([C:26]4[S:27][C:28]([CH3:31])=[CH:29][CH:30]=4)[CH:25]=3)=[CH:18][CH:17]=2)=[CH:14][CH:15]=1)[C:8]([O:10]C)=O.C(O)C. The catalyst is CN(C=O)C. The product is [CH3:31][C:28]1[S:27][C:26]([C:24]2[CH:25]=[C:21]([C:19]3[S:20][C:16]([C:13]4[CH:12]=[C:7]5[C:6](=[CH:15][CH:14]=4)[C:5](=[O:4])[NH:2][NH:1][C:8]5=[O:10])=[CH:17][CH:18]=3)[S:22][C:23]=2[C:32]2[S:33][C:34]([CH3:37])=[CH:35][CH:36]=2)=[CH:30][CH:29]=1. The yield is 0.310. (2) The reactants are [Cl:1][C:2]1[CH:3]=[C:4]([N+:12]([O-])=O)[C:5]([F:11])=[C:6]([CH:10]=1)[C:7]([O-:9])=[O:8].[Cl-].[NH4+].[CH2:17](O)C.O. The catalyst is C(OCC)(=O)C.[Fe]. The product is [NH2:12][C:4]1[C:5]([F:11])=[C:6]([CH:10]=[C:2]([Cl:1])[CH:3]=1)[C:7]([O:9][CH3:17])=[O:8]. The yield is 0.630. (3) The catalyst is C(Cl)Cl. The reactants are CCN(C(C)C)C(C)C.[F:10][C:11]1[CH:12]=[C:13]([CH:17]=[CH:18][CH:19]=1)[C:14](Cl)=[O:15].Cl.[Cl:21][C:22]1[CH2:26][C:25]([CH3:28])([CH3:27])[NH:24][N:23]=1. The yield is 0.370. The product is [Cl:21][C:22]1[CH2:26][C:25]([CH3:28])([CH3:27])[N:24]([C:14]([C:13]2[CH:17]=[CH:18][CH:19]=[C:11]([F:10])[CH:12]=2)=[O:15])[N:23]=1. (4) The reactants are [Cr](O[Cr]([O-])(=O)=O)([O-])(=O)=O.[NH+]1C=CC=CC=1.[NH+]1C=CC=CC=1.[Cl:22][C:23]1[S:27][C:26]([S:28]([NH:31][C@H:32]([CH2:38][OH:39])[CH:33]([CH2:36][CH3:37])[CH2:34][CH3:35])(=[O:30])=[O:29])=[CH:25][CH:24]=1. The catalyst is C(Cl)Cl. The product is [Cl:22][C:23]1[S:27][C:26]([S:28]([NH:31][C@H:32]([CH:38]=[O:39])[CH:33]([CH2:34][CH3:35])[CH2:36][CH3:37])(=[O:30])=[O:29])=[CH:25][CH:24]=1. The yield is 0.610. (5) The reactants are [NH2:1][C@:2]12[CH2:37][CH2:36][C@@H:35]([C:38]([CH3:40])=[CH2:39])[C@@H:3]1[C@@H:4]1[C@@:17]([CH3:20])([CH2:18][CH2:19]2)[C@@:16]2([CH3:21])[C@@H:7]([C@:8]3([CH3:34])[C@@H:13]([CH2:14][CH2:15]2)[C:12]([CH3:23])([CH3:22])[C:11]([C:24]2[CH:33]=[CH:32][C:27]([C:28]([O:30]C)=[O:29])=[CH:26][CH:25]=2)=[CH:10][CH2:9]3)[CH2:6][CH2:5]1.CN(C)CCC(N[C@]12CC[C@@H](C(C)=C)[C@@H]1[C@@H]1[C@@](C)(CC2)[C@@]2(C)[C@@H]([C@]3(C)[C@@H](CC2)C(C)(C)C(C2C=CC(C(O)=O)=CC=2)=CC3)CC1)=O.[N:87]1[CH:92]=[CH:91][N:90]=[CH:89][C:88]=1[CH2:93][C:94](O)=[O:95]. The product is [CH3:20][C@:17]12[C@@:16]3([CH3:21])[C@@H:7]([C@:8]4([CH3:34])[C@@H:13]([CH2:14][CH2:15]3)[C:12]([CH3:23])([CH3:22])[C:11]([C:24]3[CH:33]=[CH:32][C:27]([C:28]([OH:30])=[O:29])=[CH:26][CH:25]=3)=[CH:10][CH2:9]4)[CH2:6][CH2:5][C@@H:4]1[C@H:3]1[C@H:35]([C:38]([CH3:40])=[CH2:39])[CH2:36][CH2:37][C@:2]1([NH:1][C:94](=[O:95])[CH2:93][C:88]1[CH:89]=[N:90][CH:91]=[CH:92][N:87]=1)[CH2:19][CH2:18]2. No catalyst specified. The yield is 0.140. (6) The reactants are [CH:1]([C@H:3]1[N:8]([C:9]([O:11][CH2:12][C:13]2[CH:18]=[CH:17][CH:16]=[CH:15][CH:14]=2)=[O:10])[CH2:7][C@H:6]([C:19]([O:21][CH2:22][CH3:23])=[O:20])[CH2:5][CH2:4]1)=[O:2].[NH4+].[Cl-].[CH2:26]1COC[CH2:27]1. No catalyst specified. The product is [OH:2][CH:1]([C@H:3]1[N:8]([C:9]([O:11][CH2:12][C:13]2[CH:18]=[CH:17][CH:16]=[CH:15][CH:14]=2)=[O:10])[CH2:7][C@H:6]([C:19]([O:21][CH2:22][CH3:23])=[O:20])[CH2:5][CH2:4]1)[CH:26]=[CH2:27]. The yield is 0.415. (7) The reactants are [OH:1][C:2]1[CH:3]=[N:4][CH:5]=[CH:6][CH:7]=1.[H-].[Na+].Cl[C:11]1[N:16]=[C:15](Cl)[CH:14]=[C:13]([Cl:18])[N:12]=1.[NH:19]1[CH2:24][CH2:23][O:22][CH2:21][CH2:20]1. The catalyst is C1COCC1.C(Cl)Cl. The product is [Cl:18][C:13]1[N:12]=[C:11]([O:1][C:2]2[CH:3]=[N:4][CH:5]=[CH:6][CH:7]=2)[N:16]=[C:15]([N:19]2[CH2:24][CH2:23][O:22][CH2:21][CH2:20]2)[CH:14]=1. The yield is 0.147. (8) The reactants are C([O:8][C:9]1[CH:10]=[C:11]2[C:15](=[CH:16][CH:17]=1)[NH:14][CH:13]=[C:12]2[C:18]1[CH2:19][CH2:20][N:21]([CH3:24])[CH2:22][CH:23]=1)C1C=CC=CC=1.[H][H]. The catalyst is [Pd].C(O)C.O1CCCC1. The product is [CH3:24][N:21]1[CH2:20][CH2:19][CH:18]([C:12]2[C:11]3[C:15](=[CH:16][CH:17]=[C:9]([OH:8])[CH:10]=3)[NH:14][CH:13]=2)[CH2:23][CH2:22]1. The yield is 0.510. (9) The yield is 0.820. The reactants are C(OC([N:8]1[CH2:13][C:12]([C:14](=[O:16])[NH2:15])=[C:11]([C:17]2[CH:38]=[CH:37][C:20]3[C:21]4[N:25]([CH2:26][CH2:27][O:28][C:19]=3[CH:18]=2)[CH:24]=[C:23]([C:29]2[N:30]([CH:34]([CH3:36])[CH3:35])[N:31]=[CH:32][N:33]=2)[N:22]=4)[CH2:10][CH2:9]1)=O)(C)(C)C.C(=O)([O-])[O-].C([N+](CC=C)(CC=C)CC=C)C=C.C([N+](CC=C)(CC=C)CC=C)C=C. The catalyst is C(O)(C(F)(F)F)=O.CO.C(Cl)Cl. The product is [CH:34]([N:30]1[C:29]([C:23]2[N:22]=[C:21]3[N:25]([CH2:26][CH2:27][O:28][C:19]4[CH:18]=[C:17]([C:11]5[CH2:10][CH2:9][NH:8][CH2:13][C:12]=5[C:14]([NH2:15])=[O:16])[CH:38]=[CH:37][C:20]=43)[CH:24]=2)=[N:33][CH:32]=[N:31]1)([CH3:36])[CH3:35].